This data is from Forward reaction prediction with 1.9M reactions from USPTO patents (1976-2016). The task is: Predict the product of the given reaction. (1) Given the reactants Br[C:2]1[CH:6]=[C:5]([Si](C)(C)C)[S:4][C:3]=1[C:11]1[S:12][C:13]([Si](C)(C)C)=[CH:14][C:15]=1Br.C([Li])CCC.[CH3:26][CH:27]([CH2:43][CH2:44][CH2:45][CH:46]([CH3:48])[CH3:47])[CH2:28][CH2:29][Si:30]([CH2:33][CH2:34][CH:35]([CH3:42])[CH2:36][CH2:37][CH2:38][CH:39]([CH3:41])[CH3:40])(Cl)Cl.O, predict the reaction product. The product is: [CH3:26][CH:27]([CH2:43][CH2:44][CH2:45][CH:46]([CH3:48])[CH3:47])[CH2:28][CH2:29][Si:30]1([CH2:33][CH2:34][CH:35]([CH3:42])[CH2:36][CH2:37][CH2:38][CH:39]([CH3:40])[CH3:41])[C:2]2[CH:6]=[CH:5][S:4][C:3]=2[C:11]2[S:12][CH:13]=[CH:14][C:15]1=2. (2) Given the reactants [CH3:1][C:2]1[O:6][N:5]=[C:4]([C:7]2[CH:12]=[CH:11][CH:10]=[CH:9][CH:8]=2)[C:3]=1[CH2:13][O:14][C:15]1[CH:23]=[CH:22][C:18]([C:19]([OH:21])=O)=[CH:17][N:16]=1.[F:24][C:25]1[CH:31]=[CH:30][C:28]([NH2:29])=[CH:27][CH:26]=1, predict the reaction product. The product is: [F:24][C:25]1[CH:31]=[CH:30][C:28]([NH:29][C:19](=[O:21])[C:18]2[CH:22]=[CH:23][C:15]([O:14][CH2:13][C:3]3[C:4]([C:7]4[CH:8]=[CH:9][CH:10]=[CH:11][CH:12]=4)=[N:5][O:6][C:2]=3[CH3:1])=[N:16][CH:17]=2)=[CH:27][CH:26]=1. (3) Given the reactants [C:1]([N:5]1[CH2:9][CH2:8][CH2:7][C@@H:6]1[CH2:10][O:11][C:12]1[CH:21]=[CH:20][CH:19]=[C:18]2[C:13]=1[C:14]([NH:22][C:23]1[CH:28]=[CH:27][C:26]([OH:29])=[C:25]([CH3:30])[CH:24]=1)=[N:15][CH:16]=[N:17]2)(=[O:4])[CH2:2][OH:3].Cl.[N:32]1[CH:37]=[CH:36][CH:35]=[CH:34][C:33]=1[CH2:38]Cl, predict the reaction product. The product is: [CH3:30][C:25]1[CH:24]=[C:23]([NH:22][C:14]2[C:13]3[C:18](=[CH:19][CH:20]=[CH:21][C:12]=3[O:11][CH2:10][C@H:6]3[CH2:7][CH2:8][CH2:9][N:5]3[C:1](=[O:4])[CH2:2][OH:3])[N:17]=[CH:16][N:15]=2)[CH:28]=[CH:27][C:26]=1[O:29][CH2:38][C:33]1[CH:34]=[CH:35][CH:36]=[CH:37][N:32]=1. (4) Given the reactants [O:1]1[C:5]2[CH:6]=[CH:7][C:8]([C:10]3[S:11][CH:12]=[C:13]([C:15]([OH:17])=O)[N:14]=3)=[CH:9][C:4]=2[CH2:3][CH2:2]1.[O:18]1[CH:22]=[CH:21][N:20]=[C:19]1[NH2:23].CN(C(ON1N=NC2C=CC=CC1=2)=[N+](C)C)C.F[P-](F)(F)(F)(F)F.CCN(C(C)C)C(C)C, predict the reaction product. The product is: [O:1]1[C:5]2[CH:6]=[CH:7][C:8]([C:10]3[S:11][CH:12]=[C:13]([C:15]([NH:23][C:19]4[O:18][CH:22]=[CH:21][N:20]=4)=[O:17])[N:14]=3)=[CH:9][C:4]=2[CH2:3][CH2:2]1. (5) Given the reactants [CH3:1][O:2][C:3]1[N:8]=[CH:7][C:6]([NH:9][C:10]2[CH:15]=[C:14]([NH2:16])[N:13]=[CH:12][N:11]=2)=[CH:5][CH:4]=1.[Cl:17][C:18]1[CH:23]=[CH:22][CH:21]=[C:20]([Cl:24])[C:19]=1[N:25]=[C:26]=[O:27], predict the reaction product. The product is: [Cl:17][C:18]1[CH:23]=[CH:22][CH:21]=[C:20]([Cl:24])[C:19]=1[NH:25][C:26]([NH:16][C:14]1[CH:15]=[C:10]([NH:9][C:6]2[CH:7]=[N:8][C:3]([O:2][CH3:1])=[CH:4][CH:5]=2)[N:11]=[CH:12][N:13]=1)=[O:27].